This data is from NCI-60 drug combinations with 297,098 pairs across 59 cell lines. The task is: Regression. Given two drug SMILES strings and cell line genomic features, predict the synergy score measuring deviation from expected non-interaction effect. (1) Drug 1: C1=C(C(=O)NC(=O)N1)F. Drug 2: C1CC(=O)NC(=O)C1N2C(=O)C3=CC=CC=C3C2=O. Cell line: SK-MEL-2. Synergy scores: CSS=27.2, Synergy_ZIP=-3.03, Synergy_Bliss=-7.71, Synergy_Loewe=-11.9, Synergy_HSA=-7.05. (2) Drug 1: CN(C)N=NC1=C(NC=N1)C(=O)N. Drug 2: CC1=C(N=C(N=C1N)C(CC(=O)N)NCC(C(=O)N)N)C(=O)NC(C(C2=CN=CN2)OC3C(C(C(C(O3)CO)O)O)OC4C(C(C(C(O4)CO)O)OC(=O)N)O)C(=O)NC(C)C(C(C)C(=O)NC(C(C)O)C(=O)NCCC5=NC(=CS5)C6=NC(=CS6)C(=O)NCCC[S+](C)C)O. Cell line: BT-549. Synergy scores: CSS=-1.89, Synergy_ZIP=0.995, Synergy_Bliss=-0.115, Synergy_Loewe=-14.5, Synergy_HSA=-5.11. (3) Cell line: MDA-MB-435. Drug 2: CCCCC(=O)OCC(=O)C1(CC(C2=C(C1)C(=C3C(=C2O)C(=O)C4=C(C3=O)C=CC=C4OC)O)OC5CC(C(C(O5)C)O)NC(=O)C(F)(F)F)O. Drug 1: C1C(C(OC1N2C=C(C(=O)NC2=O)F)CO)O. Synergy scores: CSS=21.8, Synergy_ZIP=-7.81, Synergy_Bliss=-1.06, Synergy_Loewe=-5.47, Synergy_HSA=-1.81. (4) Drug 1: CNC(=O)C1=CC=CC=C1SC2=CC3=C(C=C2)C(=NN3)C=CC4=CC=CC=N4. Drug 2: CCN(CC)CCCC(C)NC1=C2C=C(C=CC2=NC3=C1C=CC(=C3)Cl)OC. Cell line: TK-10. Synergy scores: CSS=28.6, Synergy_ZIP=3.09, Synergy_Bliss=4.69, Synergy_Loewe=4.85, Synergy_HSA=4.64. (5) Drug 1: CCCCCOC(=O)NC1=NC(=O)N(C=C1F)C2C(C(C(O2)C)O)O. Drug 2: CC1=C(C(=CC=C1)Cl)NC(=O)C2=CN=C(S2)NC3=CC(=NC(=N3)C)N4CCN(CC4)CCO. Cell line: UACC-257. Synergy scores: CSS=-2.12, Synergy_ZIP=-0.457, Synergy_Bliss=-1.68, Synergy_Loewe=-5.06, Synergy_HSA=-3.14. (6) Drug 1: CCCCC(=O)OCC(=O)C1(CC(C2=C(C1)C(=C3C(=C2O)C(=O)C4=C(C3=O)C=CC=C4OC)O)OC5CC(C(C(O5)C)O)NC(=O)C(F)(F)F)O. Drug 2: CC1C(C(CC(O1)OC2CC(CC3=C2C(=C4C(=C3O)C(=O)C5=C(C4=O)C(=CC=C5)OC)O)(C(=O)CO)O)N)O.Cl. Cell line: M14. Synergy scores: CSS=44.8, Synergy_ZIP=-1.57, Synergy_Bliss=-1.17, Synergy_Loewe=-2.66, Synergy_HSA=0.331. (7) Drug 1: CN(C)C1=NC(=NC(=N1)N(C)C)N(C)C. Drug 2: C#CCC(CC1=CN=C2C(=N1)C(=NC(=N2)N)N)C3=CC=C(C=C3)C(=O)NC(CCC(=O)O)C(=O)O. Cell line: NCI-H460. Synergy scores: CSS=0.261, Synergy_ZIP=1.30, Synergy_Bliss=2.89, Synergy_Loewe=0.927, Synergy_HSA=0.462. (8) Drug 1: C1=CN(C(=O)N=C1N)C2C(C(C(O2)CO)O)O.Cl. Drug 2: CS(=O)(=O)OCCCCOS(=O)(=O)C. Cell line: A549. Synergy scores: CSS=39.9, Synergy_ZIP=-4.54, Synergy_Bliss=-4.59, Synergy_Loewe=-5.08, Synergy_HSA=-1.95.